This data is from Reaction yield outcomes from USPTO patents with 853,638 reactions. The task is: Predict the reaction yield, written as a fraction of the theoretical maximum amount of product (1.0 means a 100% yield; for example, 0.34 means a 34% yield). (1) The reactants are CCCCCC.C([Li])CCC.[C:12]1([C:43]2[CH:48]=[CH:47][CH:46]=[CH:45][CH:44]=2)[CH:17]=[CH:16][C:15]([C:18]2[N:23]=[C:22]([C:24]3[CH:29]=[CH:28][C:27]([C:30]4[CH:35]=[CH:34][CH:33]=[CH:32][CH:31]=4)=[CH:26][CH:25]=3)[N:21]=[C:20]([C:36]3[CH:41]=[CH:40][C:39](Br)=[CH:38][CH:37]=3)[N:19]=2)=[CH:14][CH:13]=1.Br[C:50]1[CH:51]=[CH:52][C:53]([C:56]2[CH:61]=[CH:60][N:59]=[CH:58][CH:57]=2)=[N:54][CH:55]=1. The catalyst is C1C=CC([P]([Pd]([P](C2C=CC=CC=2)(C2C=CC=CC=2)C2C=CC=CC=2)([P](C2C=CC=CC=2)(C2C=CC=CC=2)C2C=CC=CC=2)[P](C2C=CC=CC=2)(C2C=CC=CC=2)C2C=CC=CC=2)(C2C=CC=CC=2)C2C=CC=CC=2)=CC=1.O1CCCC1. The product is [C:12]1([C:43]2[CH:48]=[CH:47][CH:46]=[CH:45][CH:44]=2)[CH:17]=[CH:16][C:15]([C:18]2[N:23]=[C:22]([C:24]3[CH:29]=[CH:28][C:27]([C:30]4[CH:35]=[CH:34][CH:33]=[CH:32][CH:31]=4)=[CH:26][CH:25]=3)[N:21]=[C:20]([C:36]3[CH:41]=[CH:40][C:39]([C:50]4[CH:51]=[CH:52][C:53]([C:56]5[CH:61]=[CH:60][N:59]=[CH:58][CH:57]=5)=[N:54][CH:55]=4)=[CH:38][CH:37]=3)[N:19]=2)=[CH:14][CH:13]=1. The yield is 0.540. (2) The catalyst is C(#N)C. The reactants are [CH:1]1([C:5]([C:7]2[NH:11][C:10]([CH:12]([C:20]3[CH:25]=[CH:24][C:23]([S:26]([CH:29]4[CH2:31][CH2:30]4)(=[O:28])=[O:27])=[CH:22][CH:21]=3)[CH2:13][C@H:14]3[CH2:18][CH2:17][C:16](=[O:19])[CH2:15]3)=[N:9][CH:8]=2)=[O:6])[CH2:4][CH2:3][CH2:2]1.[Xe](F)[F:33]. The product is [CH:1]1([C:5]([C:7]2[NH:11][C:10]([CH:12]([C:20]3[CH:25]=[CH:24][C:23]([S:26]([CH:29]4[CH2:30][CH2:31]4)(=[O:28])=[O:27])=[CH:22][CH:21]=3)[CH2:13][C@H:14]3[CH2:18][CH2:17][C:16](=[O:19])[CH2:15]3)=[N:9][C:8]=2[F:33])=[O:6])[CH2:2][CH2:3][CH2:4]1. The yield is 0.0500. (3) The reactants are C(OC(=O)[NH:7][C:8]1[CH:13]=[CH:12][C:11]([CH:14]2[CH2:19][NH:18][S:17](=[O:21])(=[O:20])[NH:16][CH2:15]2)=[CH:10][CH:9]=1)(C)(C)C.C1C(=O)N([Br:30])C(=O)C1. The catalyst is C(O)(C(F)(F)F)=O. The product is [Br:30][C:9]1[CH:10]=[C:11]([CH:14]2[CH2:19][NH:18][S:17](=[O:21])(=[O:20])[NH:16][CH2:15]2)[CH:12]=[CH:13][C:8]=1[NH2:7]. The yield is 0.520. (4) The reactants are Br[CH:2]([C:4]1[CH:5]=[C:6]([C:22]([N:24]([CH3:26])[CH3:25])=[O:23])[CH:7]=[C:8]2[C:13]=1[O:12][C:11]([N:14]1[CH2:19][CH2:18][O:17][C@@H:16]([CH3:20])[CH2:15]1)=[CH:10][C:9]2=[O:21])[CH3:3].[F:27][C:28]1[CH:29]=[C:30]([CH:32]=[C:33]([F:35])[CH:34]=1)[NH2:31]. The catalyst is CC(N(C)C)=O.C(OCC)(=O)C. The product is [F:27][C:28]1[CH:29]=[C:30]([NH:31][CH:2]([C:4]2[CH:5]=[C:6]([C:22]([N:24]([CH3:26])[CH3:25])=[O:23])[CH:7]=[C:8]3[C:13]=2[O:12][C:11]([N:14]2[CH2:19][CH2:18][O:17][C@@H:16]([CH3:20])[CH2:15]2)=[CH:10][C:9]3=[O:21])[CH3:3])[CH:32]=[C:33]([F:35])[CH:34]=1. The yield is 0.600. (5) The reactants are [Br:1][C:2]1[CH:3]=[C:4]2[C:8](=[CH:9][CH:10]=1)[N:7](C(=O)C)[CH2:6][CH2:5]2.C([O-])([O-])=O.[Na+].[Na+]. The catalyst is Cl. The product is [Br:1][C:2]1[CH:3]=[C:4]2[C:8](=[CH:9][CH:10]=1)[NH:7][CH2:6][CH2:5]2. The yield is 0.550. (6) The reactants are [Cl:1][C:2]1[CH:3]=[C:4]([CH:6]=[CH:7][C:8]=1[O:9][CH3:10])[NH2:5].C[O:12][C:13]1C=CC=C(N)[CH:14]=1. No catalyst specified. The product is [NH2:5][C:4]1[CH:3]=[C:2]([Cl:1])[C:8]([O:9][CH3:10])=[CH:7][C:6]=1[C:13](=[O:12])[CH3:14]. The yield is 0.500. (7) The reactants are [Cl:1][C:2]1[CH:3]=[CH:4][C:5]2[O:9][C:8]([CH:10]=[O:11])=[C:7]([CH3:12])[C:6]=2[CH:13]=1.[CH:14]1([Mg]Br)[CH2:19][CH2:18][CH2:17][CH2:16][CH2:15]1.[Cl-].[NH4+]. The catalyst is O1CCCC1. The product is [Cl:1][C:2]1[CH:3]=[CH:4][C:5]2[O:9][C:8]([CH:10]([CH:14]3[CH2:19][CH2:18][CH2:17][CH2:16][CH2:15]3)[OH:11])=[C:7]([CH3:12])[C:6]=2[CH:13]=1. The yield is 0.600. (8) The catalyst is COCCOC.CCOC(C)=O.C1C=CC(P(C2C=CC=CC=2)[C-]2C=CC=C2)=CC=1.C1C=CC(P(C2C=CC=CC=2)[C-]2C=CC=C2)=CC=1.Cl[Pd]Cl.[Fe+2]. The reactants are Br[C:2]1[N:7]=[C:6]([NH:8][CH2:9][CH:10]2[CH2:15][CH2:14][O:13][CH2:12][CH2:11]2)[C:5]([NH2:16])=[N:4][CH:3]=1.C([O-])([O-])=O.[Na+].[Na+].[Cl:23][C:24]1[C:25](B(O)O)=[CH:26][C:27]([F:30])=[N:28][CH:29]=1.C(Cl)Cl. The product is [Cl:23][C:24]1[C:25]([C:2]2[N:7]=[C:6]([NH:8][CH2:9][CH:10]3[CH2:15][CH2:14][O:13][CH2:12][CH2:11]3)[C:5]([NH2:16])=[N:4][CH:3]=2)=[CH:26][C:27]([F:30])=[N:28][CH:29]=1. The yield is 0.289.